Dataset: Forward reaction prediction with 1.9M reactions from USPTO patents (1976-2016). Task: Predict the product of the given reaction. (1) The product is: [NH2:2][C:3]1[N:4]=[C:5]([S:10][CH:12]([C:13]2[CH:18]=[CH:17][CH:16]=[CH:15][CH:14]=2)[CH3:11])[N:6]=[C:7]([OH:9])[CH:8]=1. Given the reactants O.[NH2:2][C:3]1[CH:8]=[C:7]([OH:9])[N:6]=[C:5]([SH:10])[N:4]=1.[CH3:11][CH:12](Br)[C:13]1[CH:18]=[CH:17][CH:16]=[CH:15][CH:14]=1, predict the reaction product. (2) Given the reactants [C:1]1([CH:7]([OH:10])[CH2:8][OH:9])[CH:6]=[CH:5][CH:4]=[CH:3][CH:2]=1.[CH3:11][C:12]([Si:15](Cl)([CH3:17])[CH3:16])([CH3:14])[CH3:13].C(N(CC)CC)C, predict the reaction product. The product is: [Si:15]([O:9][CH2:8][CH:7]([C:1]1[CH:6]=[CH:5][CH:4]=[CH:3][CH:2]=1)[OH:10])([C:12]([CH3:14])([CH3:13])[CH3:11])([CH3:17])[CH3:16]. (3) Given the reactants [CH3:1][S:2]([CH2:5][C:6]1[N:11]=[CH:10][C:9]([O:12][C:13]2[CH:14]=[C:15]3[C:19](=[C:20]([O:22][CH:23]4[CH2:28][CH2:27][O:26][CH2:25][CH2:24]4)[CH:21]=2)[NH:18][C:17]([C:29]2[S:30][CH:31]([CH2:34][C:35](O)=[O:36])[CH2:32][N:33]=2)=[CH:16]3)=[CH:8][CH:7]=1)(=[O:4])=[O:3].O.O[N:40]1C2C=CC=CC=2N=N1.Cl.C(N=C=NCCCN(C)C)C.N, predict the reaction product. The product is: [CH3:1][S:2]([CH2:5][C:6]1[N:11]=[CH:10][C:9]([O:12][C:13]2[CH:14]=[C:15]3[C:19](=[C:20]([O:22][CH:23]4[CH2:24][CH2:25][O:26][CH2:27][CH2:28]4)[CH:21]=2)[NH:18][C:17]([C:29]2[S:30][CH:31]([CH2:34][C:35]([NH2:40])=[O:36])[CH2:32][N:33]=2)=[CH:16]3)=[CH:8][CH:7]=1)(=[O:4])=[O:3]. (4) Given the reactants [C:1]([C:3]1[CH:4]=[C:5]2[C:10](=[CH:11][C:12]=1[O:13][C:14]1[CH:19]=[CH:18][C:17]([C:20](=[O:32])[NH:21][C:22]3[CH:27]=[CH:26][CH:25]=[C:24]([C:28]([F:31])([F:30])[F:29])[CH:23]=3)=[CH:16][CH:15]=1)[O:9][CH2:8][CH2:7][CH:6]2[C:33]([O:35]C)=[O:34])#[N:2].[OH-].[Na+], predict the reaction product. The product is: [C:1]([C:3]1[CH:4]=[C:5]2[C:10](=[CH:11][C:12]=1[O:13][C:14]1[CH:15]=[CH:16][C:17]([C:20](=[O:32])[NH:21][C:22]3[CH:27]=[CH:26][CH:25]=[C:24]([C:28]([F:31])([F:30])[F:29])[CH:23]=3)=[CH:18][CH:19]=1)[O:9][CH2:8][CH2:7][CH:6]2[C:33]([OH:35])=[O:34])#[N:2].